Dataset: NCI-60 drug combinations with 297,098 pairs across 59 cell lines. Task: Regression. Given two drug SMILES strings and cell line genomic features, predict the synergy score measuring deviation from expected non-interaction effect. Drug 1: C1CC(=O)NC(=O)C1N2CC3=C(C2=O)C=CC=C3N. Drug 2: CC1OCC2C(O1)C(C(C(O2)OC3C4COC(=O)C4C(C5=CC6=C(C=C35)OCO6)C7=CC(=C(C(=C7)OC)O)OC)O)O. Cell line: SF-268. Synergy scores: CSS=36.0, Synergy_ZIP=6.80, Synergy_Bliss=6.03, Synergy_Loewe=-13.4, Synergy_HSA=7.54.